This data is from Full USPTO retrosynthesis dataset with 1.9M reactions from patents (1976-2016). The task is: Predict the reactants needed to synthesize the given product. (1) Given the product [CH3:13][N:14]([CH3:30])[CH:15]1[CH2:19][CH2:18][N:17]([C:20]2[S:21][C:22]3[CH:28]=[C:27]([NH:29][C:3](=[O:5])[C:2]([CH3:1])=[CH:6][C:7]4[CH:12]=[CH:11][CH:10]=[CH:9][CH:8]=4)[CH:26]=[CH:25][C:23]=3[N:24]=2)[CH2:16]1, predict the reactants needed to synthesize it. The reactants are: [CH3:1][C:2](=[CH:6][C:7]1[CH:12]=[CH:11][CH:10]=[CH:9][CH:8]=1)[C:3]([OH:5])=O.[CH3:13][N:14]([CH3:30])[CH:15]1[CH2:19][CH2:18][N:17]([C:20]2[S:21][C:22]3[CH:28]=[C:27]([NH2:29])[CH:26]=[CH:25][C:23]=3[N:24]=2)[CH2:16]1. (2) Given the product [Br:21][C:22]1[CH:29]=[CH:28][C:25]([C:26]2[N:12]([CH2:11][C@@H:8]3[CH2:9][CH2:10][N:6]([C:4]([CH:1]4[CH2:3][CH2:2]4)=[O:5])[CH2:7]3)[C:13]3[CH:18]=[C:17]([F:19])[CH:16]=[CH:15][C:14]=3[N:20]=2)=[CH:24][CH:23]=1, predict the reactants needed to synthesize it. The reactants are: [CH:1]1([C:4]([N:6]2[CH2:10][CH2:9][C@@H:8]([CH2:11][NH:12][C:13]3[C:14]([NH2:20])=[CH:15][CH:16]=[C:17]([F:19])[CH:18]=3)[CH2:7]2)=[O:5])[CH2:3][CH2:2]1.[Br:21][C:22]1[CH:29]=[CH:28][C:25]([CH:26]=O)=[CH:24][CH:23]=1. (3) Given the product [CH:26]1([O:25][C:18]2[C:19]([O:23][CH3:24])=[CH:20][CH:21]=[C:22]3[C:17]=2[N:16]=[CH:15][N:14]=[C:13]3[NH:4][C:3]2[C:2]([Cl:1])=[CH:8][CH:7]=[CH:6][C:5]=2[Cl:9])[CH2:27][CH2:28][CH2:29][CH2:30]1, predict the reactants needed to synthesize it. The reactants are: [Cl:1][C:2]1[CH:8]=[CH:7][CH:6]=[C:5]([Cl:9])[C:3]=1[NH2:4].[H-].[Na+].Cl[C:13]1[C:22]2[C:17](=[C:18]([O:25][CH:26]3[CH2:30][CH2:29][CH2:28][CH2:27]3)[C:19]([O:23][CH3:24])=[CH:20][CH:21]=2)[N:16]=[CH:15][N:14]=1.C([O-])([O-])=O.[K+].[K+]. (4) Given the product [CH2:6]([N:13]([CH2:3][C:2]([CH3:4])=[CH2:1])[CH2:14][CH2:15][OH:16])[C:7]1[CH:12]=[CH:11][CH:10]=[CH:9][CH:8]=1, predict the reactants needed to synthesize it. The reactants are: [CH2:1](Cl)[C:2](=[CH2:4])[CH3:3].[CH2:6]([NH:13][CH2:14][CH2:15][OH:16])[C:7]1[CH:12]=[CH:11][CH:10]=[CH:9][CH:8]=1.C(=O)([O-])[O-].[K+].[K+].